This data is from Catalyst prediction with 721,799 reactions and 888 catalyst types from USPTO. The task is: Predict which catalyst facilitates the given reaction. (1) Reactant: [Cl:1][C:2]1[C:11]2[C:6](=[CH:7][CH:8]=[C:9]([C:12]([C:20]3[C:21]([CH3:27])=[N:22][C:23]([CH3:26])=[CH:24][CH:25]=3)([OH:19])[C:13]3[N:17]([CH3:18])[N:16]=[N:15][CH:14]=3)[CH:10]=2)[N:5]=[C:4]([O:28][CH3:29])[C:3]=1[C:30](O)=[O:31].C1C=CC2N(O)N=NC=2C=1.C(N(CC)CC)C.Cl.[F:51][C:52]1([F:56])[CH2:55][NH:54][CH2:53]1.CCN=C=NCCCN(C)C. Product: [Cl:1][C:2]1[C:11]2[C:6](=[CH:7][CH:8]=[C:9]([C:12]([C:20]3[C:21]([CH3:27])=[N:22][C:23]([CH3:26])=[CH:24][CH:25]=3)([C:13]3[N:17]([CH3:18])[N:16]=[N:15][CH:14]=3)[OH:19])[CH:10]=2)[N:5]=[C:4]([O:28][CH3:29])[C:3]=1[C:30]([N:54]1[CH2:55][C:52]([F:56])([F:51])[CH2:53]1)=[O:31]. The catalyst class is: 3. (2) Reactant: [CH3:1][O:2][C:3]1[CH:8]=[CH:7][CH:6]=[CH:5][C:4]=1[C:9]1[N:17]2[C:12]([CH:13]=[N:14][C:15]([NH:18][C:19]3[CH:24]=[CH:23][C:22]([N:25]4[CH2:30][CH2:29][N:28]([CH3:31])[CH2:27][CH2:26]4)=[CH:21][CH:20]=3)=[N:16]2)=[C:11]([CH:32]=[CH2:33])[CH:10]=1. Product: [CH2:32]([C:11]1[CH:10]=[C:9]([C:4]2[CH:5]=[CH:6][CH:7]=[CH:8][C:3]=2[O:2][CH3:1])[N:17]2[C:12]=1[CH:13]=[N:14][C:15]([NH:18][C:19]1[CH:20]=[CH:21][C:22]([N:25]3[CH2:26][CH2:27][N:28]([CH3:31])[CH2:29][CH2:30]3)=[CH:23][CH:24]=1)=[N:16]2)[CH3:33]. The catalyst class is: 171. (3) Reactant: CN(C(ON1N=NC2C=CC=NC1=2)=[N+](C)C)C.F[P-](F)(F)(F)(F)F.C(N(CC)C(C)C)(C)C.[C:34]([OH:38])(=O)[CH2:35][OH:36].[Cl:39][C:40]1[CH:41]=[C:42]([NH:54][C:55]2[C:64]3[C:59](=[CH:60][CH:61]=[C:62]([O:65][CH:66]4[CH2:71][CH2:70][NH:69][CH2:68][CH2:67]4)[CH:63]=3)[N:58]=[CH:57][N:56]=2)[CH:43]=[CH:44][C:45]=1[O:46][CH2:47][C:48]1[CH:53]=[CH:52][CH:51]=[CH:50][N:49]=1. Product: [Cl:39][C:40]1[CH:41]=[C:42]([NH:54][C:55]2[C:64]3[C:59](=[CH:60][CH:61]=[C:62]([O:65][CH:66]4[CH2:67][CH2:68][N:69]([C:34](=[O:38])[CH2:35][OH:36])[CH2:70][CH2:71]4)[CH:63]=3)[N:58]=[CH:57][N:56]=2)[CH:43]=[CH:44][C:45]=1[O:46][CH2:47][C:48]1[CH:53]=[CH:52][CH:51]=[CH:50][N:49]=1. The catalyst class is: 2. (4) Reactant: [CH2:1]([O:3][C:4](=[O:14])[C:5]1[CH:10]=[CH:9][C:8]([C:11](=[O:13])[CH3:12])=[CH:7][CH:6]=1)[CH3:2].[O:15]1CCOCC1. Product: [CH2:1]([O:3][C:4](=[O:14])[C:5]1[CH:10]=[CH:9][C:8]([C:11](=[O:13])[CH:12]=[O:15])=[CH:7][CH:6]=1)[CH3:2]. The catalyst class is: 6. (5) Reactant: [N:1]1C=CC=CC=1.[Br:7][C:8]1[CH:13]=[CH:12][CH:11]=[CH:10][C:9]=1[S:14](Cl)(=[O:16])=[O:15]. Product: [Br:7][C:8]1[CH:13]=[CH:12][CH:11]=[CH:10][C:9]=1[S:14]([NH2:1])(=[O:16])=[O:15]. The catalyst class is: 2. (6) Reactant: Cl[C:2]1[N:7]=[CH:6][C:5](/[CH:8]=[CH:9]/[C:10]([O:12][CH2:13][CH3:14])=[O:11])=[CH:4][CH:3]=1.C(=O)([O-])[O-].[Cs+].[Cs+].[CH2:21]([N:28]1[CH2:32][CH2:31][C@@H:30]([NH2:33])[CH2:29]1)[C:22]1[CH:27]=[CH:26][CH:25]=[CH:24][CH:23]=1. Product: [CH2:21]([N:28]1[CH2:32][CH2:31][C@@H:30]([NH:33][C:2]2[N:7]=[CH:6][C:5](/[CH:8]=[CH:9]/[C:10]([O:12][CH2:13][CH3:14])=[O:11])=[CH:4][CH:3]=2)[CH2:29]1)[C:22]1[CH:23]=[CH:24][CH:25]=[CH:26][CH:27]=1. The catalyst class is: 160. (7) Reactant: [C:1]([C:5]1[CH:6]=[C:7]([CH:25]=[C:26]([C:28]([CH3:31])([CH3:30])[CH3:29])[CH:27]=1)[CH2:8][C@H:9]1[CH2:14][C@@H:13]([C:15]2[O:19][NH:18][C:17](=[O:20])[CH:16]=2)[CH2:12][CH2:11][N:10]1[C:21]([O:23][CH3:24])=[O:22])([CH3:4])([CH3:3])[CH3:2].CCCCCCC.CCO. Product: [C:1]([C:5]1[CH:6]=[C:7]([CH:25]=[C:26]([C:28]([CH3:31])([CH3:30])[CH3:29])[CH:27]=1)[CH2:8][C@H:9]1[CH2:14][C@@H:13]([C:15]2[O:19][NH:18][C:17](=[O:20])[CH:16]=2)[CH2:12][CH2:11][N:10]1[C:21]([O:23][CH3:24])=[O:22])([CH3:3])([CH3:4])[CH3:2].[C:1]([C:5]1[CH:6]=[C:7]([CH:25]=[C:26]([C:28]([CH3:31])([CH3:30])[CH3:29])[CH:27]=1)[CH2:8][C@@H:9]1[CH2:14][C@H:13]([C:15]2[O:19][NH:18][C:17](=[O:20])[CH:16]=2)[CH2:12][CH2:11][N:10]1[C:21]([O:23][CH3:24])=[O:22])([CH3:3])([CH3:4])[CH3:2]. The catalyst class is: 10.